Dataset: Full USPTO retrosynthesis dataset with 1.9M reactions from patents (1976-2016). Task: Predict the reactants needed to synthesize the given product. (1) Given the product [C:20]([C:19]1[CH:18]=[C:17]([C:16]([Cl:6])=[N:15][OH:14])[CH:24]=[CH:23][CH:22]=1)#[N:21], predict the reactants needed to synthesize it. The reactants are: CN(C=O)C.[Cl:6]N1C(=O)CCC1=O.[OH:14][N:15]=[CH:16][C:17]1[CH:18]=[C:19]([CH:22]=[CH:23][CH:24]=1)[C:20]#[N:21]. (2) Given the product [F:2][C:3]1[CH:4]=[CH:5][C:6]([NH:9][C:10]2[C:23]3[C:18]([N:17]=[C:16]4[C:11]=2[CH:12]=[CH:13][CH:14]=[CH:15]4)=[CH:19][CH:20]=[CH:21][CH:22]=3)=[CH:7][CH:8]=1, predict the reactants needed to synthesize it. The reactants are: Cl.[F:2][C:3]1[CH:8]=[CH:7][C:6]([NH:9][C:10]2[C:11]3[C:16]([N:17]=[C:18]4[C:23]=2[CH:22]=[CH:21][CH:20]=[CH:19]4)=[CH:15][CH:14]=[CH:13][CH:12]=3)=[CH:5][CH:4]=1.[OH-].[Na+]. (3) Given the product [CH3:42][O:46][C:8]1[CH:7]=[C:6]([CH2:9][N:11]([CH2:22][C:23]2[N:24]=[C:25]3[CH:30]=[CH:29][CH:28]=[C:27]([N:31]4[CH2:36][CH2:35][N:34]([CH3:37])[CH2:33][CH2:32]4)[N:26]3[CH:38]=2)[C@@H:12]2[C:21]3[N:20]=[CH:19][CH:18]=[CH:17][C:16]=3[CH2:15][CH2:14][CH2:13]2)[CH:5]=[CH:4][CH:3]=1, predict the reactants needed to synthesize it. The reactants are: CO[C:3]1[CH:8]=[CH:7][C:6]([C@@H:9]([N:11]([CH2:22][C:23]2[N:24]=[C:25]3[CH:30]=[CH:29][CH:28]=[C:27]([N:31]4[CH2:36][CH2:35][N:34]([CH3:37])[CH2:33][CH2:32]4)[N:26]3[CH:38]=2)[C@@H:12]2[C:21]3[N:20]=[CH:19][CH:18]=[CH:17][C:16]=3[CH2:15][CH2:14][CH2:13]2)C)=[CH:5][CH:4]=1.C(=O)C1C=CC=[C:42]([O:46]C)C=1. (4) Given the product [Br:1][C:2]1[CH:3]=[C:4]([NH:5][C:10](=[O:11])[O:12][C:13]([CH3:16])([CH3:15])[CH3:14])[CH:6]=[CH:7][C:8]=1[CH3:9], predict the reactants needed to synthesize it. The reactants are: [Br:1][C:2]1[CH:3]=[C:4]([CH:6]=[CH:7][C:8]=1[CH3:9])[NH2:5].[C:10](O[C:10]([O:12][C:13]([CH3:16])([CH3:15])[CH3:14])=[O:11])([O:12][C:13]([CH3:16])([CH3:15])[CH3:14])=[O:11]. (5) Given the product [NH2:1][C:4]1[CH:12]=[C:11]([C:13]([F:14])([F:15])[F:16])[CH:10]=[CH:9][C:5]=1[C:6]([NH2:8])=[O:7], predict the reactants needed to synthesize it. The reactants are: [N+:1]([C:4]1[CH:12]=[C:11]([C:13]([F:16])([F:15])[F:14])[CH:10]=[CH:9][C:5]=1[C:6]([NH2:8])=[O:7])([O-])=O. (6) Given the product [NH2:43][C@H:10]1[C@H:9]([OH:8])[C@@H:14]([CH3:15])[CH2:13][N:12]([C:16]2[C:21]([NH:22][C:23]([C:25]3[CH:30]=[CH:29][C:28]([F:31])=[C:27]([C:32]4[C:33]([F:39])=[CH:34][CH:35]=[CH:36][C:37]=4[F:38])[N:26]=3)=[O:24])=[CH:20][N:19]=[C:18]3[O:40][CH2:41][CH2:42][C:17]=23)[CH2:11]1, predict the reactants needed to synthesize it. The reactants are: [Si]([O:8][C@@H:9]1[C@@H:14]([CH3:15])[CH2:13][N:12]([C:16]2[C:21]([NH:22][C:23]([C:25]3[CH:30]=[CH:29][C:28]([F:31])=[C:27]([C:32]4[C:37]([F:38])=[CH:36][CH:35]=[CH:34][C:33]=4[F:39])[N:26]=3)=[O:24])=[CH:20][N:19]=[C:18]3[O:40][CH2:41][CH2:42][C:17]=23)[CH2:11][C@H:10]1[NH:43]C(=O)OC(C)(C)C)(C(C)(C)C)(C)C.[H+].[H+].F[Si-2](F)(F)(F)(F)F.O.[NH4+].[OH-]. (7) Given the product [OH:10][CH2:9][CH:7]1[CH2:6][NH:5][CH2:4][CH:3]([CH2:2][OH:1])[CH2:8]1, predict the reactants needed to synthesize it. The reactants are: [OH:1][CH2:2][C:3]1[CH:4]=[N:5][CH:6]=[C:7]([CH2:9][OH:10])[CH:8]=1.Cl.